Dataset: Peptide-MHC class I binding affinity with 185,985 pairs from IEDB/IMGT. Task: Regression. Given a peptide amino acid sequence and an MHC pseudo amino acid sequence, predict their binding affinity value. This is MHC class I binding data. (1) The MHC is HLA-B40:01 with pseudo-sequence HLA-B40:01. The peptide sequence is TPQVPLRPM. The binding affinity (normalized) is 0. (2) The peptide sequence is KSCICYGSY. The MHC is HLA-A03:01 with pseudo-sequence HLA-A03:01. The binding affinity (normalized) is 0.438. (3) The peptide sequence is YTVCYPNL. The MHC is H-2-Kb with pseudo-sequence H-2-Kb. The binding affinity (normalized) is 0.496. (4) The peptide sequence is QTLQDPRVR. The MHC is HLA-A02:06 with pseudo-sequence HLA-A02:06. The binding affinity (normalized) is 0.0746. (5) The MHC is HLA-B53:01 with pseudo-sequence HLA-B53:01. The peptide sequence is MPSACANGW. The binding affinity (normalized) is 1.00. (6) The binding affinity (normalized) is 0. The peptide sequence is AFFLYDRLA. The MHC is HLA-A24:02 with pseudo-sequence HLA-A24:02. (7) The peptide sequence is MLMFITSSH. The MHC is HLA-B46:01 with pseudo-sequence HLA-B46:01. The binding affinity (normalized) is 0.482. (8) The peptide sequence is LRARGETYG. The MHC is HLA-B27:05 with pseudo-sequence HLA-B27:05. The binding affinity (normalized) is 0.207. (9) The peptide sequence is SSQRDTILK. The MHC is HLA-A33:01 with pseudo-sequence HLA-A33:01. The binding affinity (normalized) is 0.0669. (10) The peptide sequence is MMWYWGPSLY. The MHC is HLA-A33:01 with pseudo-sequence HLA-A33:01. The binding affinity (normalized) is 0.0641.